This data is from Reaction yield outcomes from USPTO patents with 853,638 reactions. The task is: Predict the reaction yield, written as a fraction of the theoretical maximum amount of product (1.0 means a 100% yield; for example, 0.34 means a 34% yield). (1) The yield is 0.560. The product is [CH3:17][O:16][C:3]1[CH:4]=[C:5]([CH2:8][C:9]([O:11][C:12]([CH3:14])([CH3:13])[CH3:15])=[O:10])[CH:6]=[CH:7][C:2]=1[NH:1][C:34]([NH:33][C:28]1[CH:29]=[CH:30][CH:31]=[CH:32][C:27]=1[C:26]([F:25])([F:36])[F:37])=[O:35]. The catalyst is C1COCC1. The reactants are [NH2:1][C:2]1[CH:7]=[CH:6][C:5]([CH2:8][C:9]([O:11][C:12]([CH3:15])([CH3:14])[CH3:13])=[O:10])=[CH:4][C:3]=1[O:16][CH3:17].CCN(CC)CC.[F:25][C:26]([F:37])([F:36])[C:27]1[CH:32]=[CH:31][CH:30]=[CH:29][C:28]=1[N:33]=[C:34]=[O:35]. (2) The reactants are Br[C:2]1[CH:7]=[CH:6][C:5]([O:8][C:9]([F:12])([F:11])[F:10])=[CH:4][C:3]=1[F:13].C(=[NH:27])(C1C=CC=CC=1)C1C=CC=CC=1.CC1(C)C2C(=C(P(C3C=CC=CC=3)C3C=CC=CC=3)C=CC=2)OC2C(P(C3C=CC=CC=3)C3C=CC=CC=3)=CC=CC1=2.CC(C)([O-])C.[Na+].Cl.[OH-].[Na+]. The catalyst is O1CCOCC1.C1COCC1.C1C=CC(/C=C/C(/C=C/C2C=CC=CC=2)=O)=CC=1.C1C=CC(/C=C/C(/C=C/C2C=CC=CC=2)=O)=CC=1.C1C=CC(/C=C/C(/C=C/C2C=CC=CC=2)=O)=CC=1.[Pd].[Pd]. The product is [F:13][C:3]1[CH:4]=[C:5]([O:8][C:9]([F:12])([F:11])[F:10])[CH:6]=[CH:7][C:2]=1[NH2:27]. The yield is 0.850. (3) The reactants are [CH3:1][C:2]1[CH:15]=[C:5]2[C:6]([C@@H:10]3[CH2:12][C@H:11]3[CH2:13][NH2:14])=[CH:7][CH:8]=[CH:9][N:4]2[N:3]=1.C(N(CC)CC)C.[C:23](O[C:23](=[O:26])[CH2:24][CH3:25])(=[O:26])[CH2:24][CH3:25]. The catalyst is O1CCCC1.C(=O)([O-])O.[Na+]. The product is [CH3:1][C:2]1[CH:15]=[C:5]2[C:6]([C@@H:10]3[CH2:12][C@H:11]3[CH2:13][NH:14][C:23](=[O:26])[CH2:24][CH3:25])=[CH:7][CH:8]=[CH:9][N:4]2[N:3]=1. The yield is 0.680. (4) The reactants are I[C:2]1[CH:3]=[C:4]([N:11]2[CH2:16][CH2:15][O:14][CH2:13][CH2:12]2)[CH:5]=[C:6]([N+:8]([O-:10])=[O:9])[CH:7]=1.C(=O)([O-])[O-].[Cs+].[Cs+].[NH:23]1[CH2:28][CH2:27][S:26][CH2:25][CH2:24]1. The catalyst is C1(C)C=CC=CC=1.CC([O-])=O.CC([O-])=O.[Pd+2].C1C=CC(P(C2C(C3C(P(C4C=CC=CC=4)C4C=CC=CC=4)=CC=C4C=3C=CC=C4)=C3C(C=CC=C3)=CC=2)C2C=CC=CC=2)=CC=1. The product is [N+:8]([C:6]1[CH:5]=[C:4]([N:11]2[CH2:16][CH2:15][O:14][CH2:13][CH2:12]2)[CH:3]=[C:2]([N:23]2[CH2:28][CH2:27][S:26][CH2:25][CH2:24]2)[CH:7]=1)([O-:10])=[O:9]. The yield is 0.440. (5) The reactants are [CH3:1][I:2].[CH3:3][CH:4]1[C:13]2[C:8](=[CH:9][CH:10]=[CH:11][CH:12]=2)[NH:7][C:6](=[S:14])[NH:5]1. The catalyst is CC(C)=O. The product is [IH:2].[CH3:3][CH:4]1[C:13]2[C:8](=[CH:9][CH:10]=[CH:11][CH:12]=2)[N:7]=[C:6]([S:14][CH3:1])[NH:5]1. The yield is 0.670. (6) The reactants are [NH2:1][CH2:2][CH2:3][N:4]([C:21](=[O:24])[CH2:22]Cl)[C@@H:5]([CH2:14][CH:15]1[CH2:20][CH2:19][CH2:18][CH2:17][CH2:16]1)[C:6]([NH:8][C:9]1[S:10][CH:11]=[CH:12][N:13]=1)=[O:7].CCN(C(C)C)C(C)C. The catalyst is CN(C=O)C.O. The product is [CH:15]1([CH2:14][C@H:5]([N:4]2[CH2:3][CH2:2][NH:1][CH2:22][C:21]2=[O:24])[C:6]([NH:8][C:9]2[S:10][CH:11]=[CH:12][N:13]=2)=[O:7])[CH2:20][CH2:19][CH2:18][CH2:17][CH2:16]1. The yield is 0.900. (7) The reactants are C[O:2][C:3]1[CH:4]=[C:5]([CH:18]=[CH:19][C:20]=1[NH:21][S:22]([CH3:25])(=[O:24])=[O:23])[C:6]([NH:8][C:9]1[CH:14]=[CH:13][C:12]2[O:15]C[O:17][C:11]=2[CH:10]=1)=[O:7].B(Br)(Br)Br.CO. The catalyst is C(Cl)Cl. The product is [OH:2][C:3]1[CH:4]=[C:5]([CH:18]=[CH:19][C:20]=1[NH:21][S:22]([CH3:25])(=[O:24])=[O:23])[C:6]([NH:8][C:9]1[CH:14]=[CH:13][C:12]([OH:15])=[C:11]([OH:17])[CH:10]=1)=[O:7]. The yield is 0.340. (8) The catalyst is CN(C)C1C=CN=CC=1.ClC1C=CC=CC=1Cl. The yield is 0.960. The product is [CH3:23][O:22][C:19]1[CH:20]=[C:21]2[C:16](=[CH:17][C:18]=1[O:24][CH3:25])[N:15]=[CH:14][CH:13]=[C:12]2[O:1][C:2]1[CH:9]=[CH:8][C:7]([CH3:10])=[CH:6][C:3]=1[CH:4]=[O:5]. The reactants are [OH:1][C:2]1[CH:9]=[CH:8][C:7]([CH3:10])=[CH:6][C:3]=1[CH:4]=[O:5].Cl[C:12]1[C:21]2[C:16](=[CH:17][C:18]([O:24][CH3:25])=[C:19]([O:22][CH3:23])[CH:20]=2)[N:15]=[CH:14][CH:13]=1. (9) The reactants are [CH2:1]([N:3]([CH2:37][CH3:38])[CH2:4][CH2:5][CH2:6][NH:7][C:8]1[N:9]=[C:10]([C:27]2[CH:28]=[C:29]([CH:33]=[CH:34][C:35]=2[CH3:36])[C:30]([OH:32])=O)[C:11]2[CH:17]=[CH:16][C:15](=[O:18])[N:14]([C:19]3[C:24]([F:25])=[CH:23][CH:22]=[CH:21][C:20]=3[F:26])[C:12]=2[N:13]=1)[CH3:2].CN(C(O[N:47]1N=N[C:49]2[CH:50]=[CH:51][CH:52]=[CH:53][C:48]1=2)=[N+](C)C)C.F[P-](F)(F)(F)(F)F.C(N(CC)CC)C.C1(N)CCCCC1. The catalyst is CN(C=O)C. The product is [CH:48]1([NH:47][C:30](=[O:32])[C:29]2[CH:33]=[CH:34][C:35]([CH3:36])=[C:27]([C:10]3[C:11]4[CH:17]=[CH:16][C:15](=[O:18])[N:14]([C:19]5[C:20]([F:26])=[CH:21][CH:22]=[CH:23][C:24]=5[F:25])[C:12]=4[N:13]=[C:8]([NH:7][CH2:6][CH2:5][CH2:4][N:3]([CH2:37][CH3:38])[CH2:1][CH3:2])[N:9]=3)[CH:28]=2)[CH2:53][CH2:52][CH2:51][CH2:50][CH2:49]1. The yield is 0.300.